This data is from Forward reaction prediction with 1.9M reactions from USPTO patents (1976-2016). The task is: Predict the product of the given reaction. (1) Given the reactants Br[CH2:2][CH:3]1[O:7][C:6]([C:9]23[CH2:18][CH:13]4[CH2:14][CH:15]([CH2:17][CH:11]([CH2:12]4)[CH2:10]2)[CH2:16]3)([CH3:8])[O:5][C:4]1=[O:19].C1CCN2C(=NCCC2)CC1, predict the reaction product. The product is: [CH2:2]=[C:3]1[O:7][C:6]([C:9]23[CH2:16][CH:15]4[CH2:17][CH:11]([CH2:12][CH:13]([CH2:14]4)[CH2:18]2)[CH2:10]3)([CH3:8])[O:5][C:4]1=[O:19]. (2) Given the reactants C(O[C:6](=O)[NH:7][CH2:8][CH2:9][CH2:10][CH2:11][CH2:12][N:13]1[CH2:17][CH2:16][CH2:15][CH2:14]1)(C)(C)C.[H-].[Al+3].[Li+].[H-].[H-].[H-], predict the reaction product. The product is: [CH3:6][NH:7][CH2:8][CH2:9][CH2:10][CH2:11][CH2:12][N:13]1[CH2:14][CH2:15][CH2:16][CH2:17]1. (3) Given the reactants [CH2:1]([N:4]1[C:10]2[CH:11]=[CH:12][C:13]([Cl:15])=[CH:14][C:9]=2[C@@H:8]([C:16]2[CH:21]=[CH:20][CH:19]=[C:18]([O:22][CH3:23])[C:17]=2[O:24][CH3:25])[S:7][C@H:6]([CH2:26][C:27](O)=[O:28])[C:5]1=[O:30])[CH:2]=[CH2:3].CN1CCOCC1.ClC(OCC)=O.[BH4-].[Na+].Cl, predict the reaction product. The product is: [CH2:1]([N:4]1[C:10]2[CH:11]=[CH:12][C:13]([Cl:15])=[CH:14][C:9]=2[C@@H:8]([C:16]2[CH:21]=[CH:20][CH:19]=[C:18]([O:22][CH3:23])[C:17]=2[O:24][CH3:25])[S:7][C@H:6]([CH2:26][CH2:27][OH:28])[C:5]1=[O:30])[CH:2]=[CH2:3]. (4) Given the reactants [OH:1][C:2]1[C:6]2([CH2:11][CH2:10][N:9]([O:12][CH3:13])[CH2:8][CH2:7]2)[N:5]([CH3:14])[C:4](=[O:15])[C:3]=1[C:16]1[C:21]([CH3:22])=[CH:20][C:19]([CH3:23])=[CH:18][C:17]=1[CH3:24].[N+:25]([O-])([OH:27])=[O:26], predict the reaction product. The product is: [CH3:13][O:12][N:9]1[CH2:10][CH2:11][C:6]2([N:5]([CH3:14])[C:4](=[O:15])[C:3]([N+:25]([O-:27])=[O:26])([C:16]3[C:21]([CH3:22])=[CH:20][C:19]([CH3:23])=[CH:18][C:17]=3[CH3:24])[C:2]2=[O:1])[CH2:7][CH2:8]1. (5) Given the reactants C([N:8]1[CH2:13][CH2:12][C:11]([C:21]#[N:22])([C:14]2[CH:19]=[CH:18][CH:17]=[CH:16][C:15]=2[CH3:20])[CH2:10][CH2:9]1)C1C=CC=CC=1.Cl[C:24]([O:26][CH2:27][CH3:28])=[O:25].C(=O)([O-])O.[K+].O, predict the reaction product. The product is: [C:21]([C:11]1([C:14]2[CH:19]=[CH:18][CH:17]=[CH:16][C:15]=2[CH3:20])[CH2:12][CH2:13][N:8]([C:24]([O:26][CH2:27][CH3:28])=[O:25])[CH2:9][CH2:10]1)#[N:22]. (6) Given the reactants Cl[C:2]1[CH:7]=[CH:6][N:5]2[N:8]=[CH:9][C:10]([CH:11]=[O:12])=[C:4]2[N:3]=1.[F:13][C:14]1[CH:19]=[CH:18][C:17]([F:20])=[CH:16][C:15]=1[C@H:21]1[CH2:25][CH2:24][CH2:23][NH:22]1.[F-].[K+].O, predict the reaction product. The product is: [F:13][C:14]1[CH:19]=[CH:18][C:17]([F:20])=[CH:16][C:15]=1[CH:21]1[CH2:25][CH2:24][CH2:23][N:22]1[C:2]1[CH:7]=[CH:6][N:5]2[N:8]=[CH:9][C:10]([CH:11]=[O:12])=[C:4]2[N:3]=1.